Dataset: Forward reaction prediction with 1.9M reactions from USPTO patents (1976-2016). Task: Predict the product of the given reaction. (1) Given the reactants [NH:1]([C:3]1[NH:7][C:6]2[CH:8]=[CH:9][C:10]([CH3:12])=[CH:11][C:5]=2[N:4]=1)[NH2:2].[C:13]([CH:16]([CH2:22][C:23]1[CH:28]=[CH:27][C:26]([C:29]2[CH:34]=[CH:33][CH:32]=[CH:31][CH:30]=2)=[CH:25][CH:24]=1)[C:17](OCC)=[O:18])(=O)[CH3:14], predict the reaction product. The product is: [CH3:14][C:13]1[C:16]([CH2:22][C:23]2[CH:28]=[CH:27][C:26]([C:29]3[CH:34]=[CH:33][CH:32]=[CH:31][CH:30]=3)=[CH:25][CH:24]=2)=[C:17]([OH:18])[N:1]([C:3]2[NH:7][C:6]3[CH:8]=[CH:9][C:10]([CH3:12])=[CH:11][C:5]=3[N:4]=2)[N:2]=1. (2) Given the reactants C[O:2][C:3](=O)[CH2:4][C:5]1[CH:10]=[CH:9][C:8]([NH2:11])=[CH:7][C:6]=1[NH2:12].C[Al](C)C.[OH-].[Na+], predict the reaction product. The product is: [NH2:11][C:8]1[CH:7]=[C:6]2[C:5]([CH2:4][C:3](=[O:2])[NH:12]2)=[CH:10][CH:9]=1. (3) Given the reactants [Cl:1][C:2]1[CH:3]=[CH:4][C:5]([S:27]([CH2:30][CH3:31])(=[O:29])=[O:28])=[C:6]([CH2:8][NH:9][C:10](=[O:26])[C:11]2[CH:16]=[C:15]([C:17]([F:20])([F:19])[F:18])[C:14]([CH:21]=O)=[C:13]([CH:23]3[CH2:25][CH2:24]3)[CH:12]=2)[CH:7]=1.[N:32]1([C:38]([O:40][C:41]([CH3:44])([CH3:43])[CH3:42])=[O:39])[CH2:37][CH2:36][NH:35][CH2:34][CH2:33]1, predict the reaction product. The product is: [Cl:1][C:2]1[CH:3]=[CH:4][C:5]([S:27]([CH2:30][CH3:31])(=[O:28])=[O:29])=[C:6]([CH2:8][NH:9][C:10]([C:11]2[CH:16]=[C:15]([C:17]([F:20])([F:18])[F:19])[C:14]([CH2:21][N:35]3[CH2:36][CH2:37][N:32]([C:38]([O:40][C:41]([CH3:44])([CH3:43])[CH3:42])=[O:39])[CH2:33][CH2:34]3)=[C:13]([CH:23]3[CH2:24][CH2:25]3)[CH:12]=2)=[O:26])[CH:7]=1. (4) The product is: [Br:1][C:2]1[CH:3]=[CH:4][C:5]([CH:8]([O:13][C:14]2[CH:19]=[CH:18][CH:17]=[CH:16][CH:15]=2)[CH2:9][CH:10]([CH3:11])[CH3:12])=[CH:6][CH:7]=1. Given the reactants [Br:1][C:2]1[CH:7]=[CH:6][C:5]([CH:8]([OH:13])[CH2:9][CH:10]([CH3:12])[CH3:11])=[CH:4][CH:3]=1.[C:14]1(O)[CH:19]=[CH:18][CH:17]=[CH:16][CH:15]=1.C1(P(C2C=CC=CC=2)C2C=CC=CC=2)C=CC=CC=1.N(C(OC(C)C)=O)=NC(OC(C)C)=O, predict the reaction product. (5) Given the reactants [N:1]1[CH:6]=[CH:5][N:4]=[CH:3][C:2]=1[C:7](O)=O.OC1C2N=NNC=2C=CC=1.[H-].CN(C)CCCN=C=NCC.[C:32]([C:34]1[CH:59]=[CH:58][CH:57]=[CH:56][C:35]=1[O:36][C:37]1[CH:38]=[C:39]([NH2:55])[C:40]([NH2:54])=[CH:41][C:42]=1[O:43][C:44]1[CH:45]=[N:46][C:47]([S:50]([CH3:53])(=[O:52])=[O:51])=[CH:48][CH:49]=1)#[N:33], predict the reaction product. The product is: [C:32]([C:34]1[CH:59]=[CH:58][CH:57]=[CH:56][C:35]=1[O:36][C:37]1[C:42]([O:43][C:44]2[CH:45]=[N:46][C:47]([S:50]([CH3:53])(=[O:51])=[O:52])=[CH:48][CH:49]=2)=[CH:41][C:40]2[NH:54][C:7]([C:2]3[CH:3]=[N:4][CH:5]=[CH:6][N:1]=3)=[N:55][C:39]=2[CH:38]=1)#[N:33]. (6) Given the reactants [C:1]([N:8]1[CH:12]=[CH:11][N:10]=[CH:9]1)(N1C=CN=C1)=[O:2].[NH2:13][C:14]1[C:15]([C:19]2[N:20]([CH2:31][CH3:32])[C:21]3[C:26](C(O)=O)=[CH:25][N:24]=[CH:23][C:22]=3[N:30]=2)=[N:16][O:17][N:18]=1.CCOCC, predict the reaction product. The product is: [NH2:13][C:14]1[C:15]([C:19]2[N:20]([CH2:31][CH3:32])[C:21]3[C:26]([C:1]([N:8]4[CH:12]=[CH:11][N:10]=[CH:9]4)=[O:2])=[CH:25][N:24]=[CH:23][C:22]=3[N:30]=2)=[N:16][O:17][N:18]=1. (7) Given the reactants [CH3:1][N:2](C(C1C=CC=CC=1)(C1C=CC=CC=1)C1C=CC=CC=1)[CH2:3][CH:4]([C:6]1[N:10](COCC[Si](C)(C)C)[N:9]=[CH:8][CH:7]=1)[OH:5].[ClH:38], predict the reaction product. The product is: [ClH:38].[ClH:38].[CH3:1][NH:2][CH2:3][CH:4]([C:6]1[NH:10][N:9]=[CH:8][CH:7]=1)[OH:5]. (8) The product is: [CH2:14]([O:13][C:10]1[C:9]([C:16]([F:19])([F:18])[F:17])=[CH:8][C:7]([B:20]([OH:25])[OH:21])=[CH:12][N:11]=1)[CH3:15]. Given the reactants C([Li])CCC.Br[C:7]1[CH:8]=[C:9]([C:16]([F:19])([F:18])[F:17])[C:10]([O:13][CH2:14][CH3:15])=[N:11][CH:12]=1.[B:20](OC(C)C)([O:25]C(C)C)[O:21]C(C)C, predict the reaction product. (9) Given the reactants C([O:3][C:4](=[O:33])[CH2:5][N:6]1[C:14]2[C:9](=[CH:10][C:11]([F:15])=[CH:12][CH:13]=2)[C:8]([CH2:16][C:17]2[CH:22]=[CH:21][CH:20]=[CH:19][C:18]=2[S:23]([N:26]2[CH2:31][CH2:30][CH2:29][CH2:28][CH2:27]2)(=[O:25])=[O:24])=[C:7]1[CH3:32])C.[OH-].[K+].Cl, predict the reaction product. The product is: [F:15][C:11]1[CH:10]=[C:9]2[C:14](=[CH:13][CH:12]=1)[N:6]([CH2:5][C:4]([OH:33])=[O:3])[C:7]([CH3:32])=[C:8]2[CH2:16][C:17]1[CH:22]=[CH:21][CH:20]=[CH:19][C:18]=1[S:23]([N:26]1[CH2:27][CH2:28][CH2:29][CH2:30][CH2:31]1)(=[O:24])=[O:25].